From a dataset of Forward reaction prediction with 1.9M reactions from USPTO patents (1976-2016). Predict the product of the given reaction. (1) Given the reactants [OH:1][CH2:2][C:3]1[N:7]2[C:8]3[CH:40]=[CH:39][C:38]([Cl:41])=[CH:37][C:9]=3[C@@H:10]([C:27]3[CH:32]=[CH:31][CH:30]=[C:29]([O:33][CH3:34])[C:28]=3[O:35][CH3:36])[O:11][C@H:12]([CH2:13][CH2:14][C:15]([N:17]3[CH2:22][CH2:21][CH:20]([CH2:23][C:24]([OH:26])=[O:25])[CH2:19][CH2:18]3)=[O:16])[C:6]2=[CH:5][CH:4]=1.[CH2:42]=O.O.[C:45](=[O:48])(O)[O-].[Na+], predict the reaction product. The product is: [C:45]([O:1][CH2:2][C:3]1[N:7]2[C:8]3[CH:40]=[CH:39][C:38]([Cl:41])=[CH:37][C:9]=3[C@@H:10]([C:27]3[CH:32]=[CH:31][CH:30]=[C:29]([O:33][CH3:34])[C:28]=3[O:35][CH3:36])[O:11][C@H:12]([CH2:13][CH2:14][C:15]([N:17]3[CH2:22][CH2:21][CH:20]([CH2:23][C:24]([OH:26])=[O:25])[CH2:19][CH2:18]3)=[O:16])[C:6]2=[CH:5][CH:4]=1)(=[O:48])[CH3:42]. (2) Given the reactants Br[C:2]1[CH:7]=[C:6]([C:8]([F:11])([F:10])[F:9])[CH:5]=[CH:4][C:3]=1[N:12]1[CH2:17][CH2:16][O:15][C:14]2[CH:18]=[C:19]([S:22]([NH:25][C:26]3[S:30][N:29]=[CH:28][N:27]=3)(=[O:24])=[O:23])[CH:20]=[CH:21][C:13]1=2.CC1(C)C(C)(C)OB([C:39]2[CH:40]=[N:41][N:42](C(OC(C)(C)C)=O)[CH:43]=2)O1.C([O-])([O-])=O.[K+].[K+].Cl, predict the reaction product. The product is: [NH:41]1[CH:40]=[C:39]([C:2]2[CH:7]=[C:6]([C:8]([F:11])([F:10])[F:9])[CH:5]=[CH:4][C:3]=2[N:12]2[CH2:17][CH2:16][O:15][C:14]3[CH:18]=[C:19]([S:22]([NH:25][C:26]4[S:30][N:29]=[CH:28][N:27]=4)(=[O:24])=[O:23])[CH:20]=[CH:21][C:13]2=3)[CH:43]=[N:42]1.